The task is: Predict the reactants needed to synthesize the given product.. This data is from Full USPTO retrosynthesis dataset with 1.9M reactions from patents (1976-2016). (1) The reactants are: [F:1][C:2]1[CH:3]=[C:4]([OH:11])[CH:5]=[CH:6][C:7]=1[N+:8]([O-:10])=[O:9].[CH3:12][C:13]1[CH:14]=[C:15]([NH:22][C:23]([C:25]2([CH3:28])[CH2:27][O:26]2)=[O:24])[CH:16]=[CH:17][C:18]=1[N+:19]([O-:21])=[O:20]. Given the product [F:1][C:2]1[CH:3]=[C:4]([CH:5]=[CH:6][C:7]=1[N+:8]([O-:10])=[O:9])[O:11][CH2:28][C:25]([OH:26])([CH3:27])[C:23]([NH:22][C:15]1[CH:16]=[CH:17][C:18]([N+:19]([O-:21])=[O:20])=[C:13]([CH3:12])[CH:14]=1)=[O:24], predict the reactants needed to synthesize it. (2) Given the product [F:26][C@@H:27]1[CH2:32][CH2:30][N:29]([CH:33]2[CH2:38][CH2:37][N:36]([C:39]3[CH:44]=[CH:43][C:42]([N+:45]([O-:47])=[O:46])=[C:41]([O:48][CH3:49])[CH:40]=3)[CH2:35][CH2:34]2)[CH2:28]1, predict the reactants needed to synthesize it. The reactants are: COC1C=C(N2CCC(=O)CC2)C=CC=1[N+]([O-])=O.Cl.F[C@@H]1CCNC1.[F:26][C:27]1(F)[CH2:32]C[CH2:30][N:29]([CH:33]2[CH2:38][CH2:37][N:36]([C:39]3[CH:44]=[CH:43][C:42]([N+:45]([O-:47])=[O:46])=[C:41]([O:48][CH3:49])[CH:40]=3)[CH2:35][CH2:34]2)[CH2:28]1.